Dataset: Forward reaction prediction with 1.9M reactions from USPTO patents (1976-2016). Task: Predict the product of the given reaction. (1) Given the reactants [O:1]=[C:2]1[C:6]2([CH2:11][CH2:10][N:9]([C:12]3[S:13][C:14]([C:17]([O:19]CC)=[O:18])=[CH:15][N:16]=3)[CH2:8][CH2:7]2)[N:5]([C:22]2[CH:27]=[CH:26][CH:25]=[CH:24][CH:23]=2)[CH2:4][NH:3]1.[OH-].[Li+].Cl, predict the reaction product. The product is: [O:1]=[C:2]1[C:6]2([CH2:11][CH2:10][N:9]([C:12]3[S:13][C:14]([C:17]([OH:19])=[O:18])=[CH:15][N:16]=3)[CH2:8][CH2:7]2)[N:5]([C:22]2[CH:27]=[CH:26][CH:25]=[CH:24][CH:23]=2)[CH2:4][NH:3]1. (2) Given the reactants [Cl:1][C:2]1[CH:7]=[CH:6][C:5]([C@H:8]2[C@@H:19]([C:20]3[CH:25]=[CH:24][C:23]([Cl:26])=[CH:22][CH:21]=3)[N:11]3[C:12](=[O:18])[C:13]([CH:16]=O)=[CH:14][CH:15]=[C:10]3[N:9]2[S:27]([C:30]2[CH:31]=[C:32]([CH:35]=[CH:36][CH:37]=2)[C:33]#[N:34])(=[O:29])=[O:28])=[CH:4][CH:3]=1.[NH:38]1[CH2:43][CH2:42][O:41][CH2:40][CH2:39]1, predict the reaction product. The product is: [Cl:1][C:2]1[CH:3]=[CH:4][C:5]([C@H:8]2[C@@H:19]([C:20]3[CH:25]=[CH:24][C:23]([Cl:26])=[CH:22][CH:21]=3)[N:11]3[C:12](=[O:18])[C:13]([CH2:16][N:38]4[CH2:43][CH2:42][O:41][CH2:40][CH2:39]4)=[CH:14][CH:15]=[C:10]3[N:9]2[S:27]([C:30]2[CH:31]=[C:32]([CH:35]=[CH:36][CH:37]=2)[C:33]#[N:34])(=[O:28])=[O:29])=[CH:6][CH:7]=1.